Dataset: Reaction yield outcomes from USPTO patents with 853,638 reactions. Task: Predict the reaction yield, written as a fraction of the theoretical maximum amount of product (1.0 means a 100% yield; for example, 0.34 means a 34% yield). (1) The reactants are CO[C:3](=[O:11])[CH:4]([N:6]1[CH:10]=[N:9][CH:8]=[N:7]1)[CH3:5].O.[NH2:13][NH2:14]. The catalyst is C(O)CCC. The product is [N:6]1([CH:4]([CH3:5])[C:3]([NH:13][NH2:14])=[O:11])[CH:10]=[N:9][CH:8]=[N:7]1. The yield is 0.910. (2) The reactants are [NH2:1][C:2]1[CH:7]=[CH:6][C:5]([C:8]2[CH:16]=[CH:15][C:14]([C:17]3[NH:18][C:19]([CH3:22])=[CH:20][N:21]=3)=[C:13]3[C:9]=2[CH2:10][NH:11][C:12]3=[O:23])=[C:4]([F:24])[CH:3]=1.[CH3:25][N:26]([CH:28]=[O:29])[CH3:27].C(Cl)(=O)OC1C=CC([N+]([O-])=O)=CC=1.[F:43][C:44]1[CH:51]=[CH:50][CH:49]=[C:48]([F:52])C=1NC. The catalyst is C(OCC)(=O)C.CCCCCC.N1C=CC=CC=1.C1COCC1. The product is [F:43][C:44]1[CH:51]=[CH:50][CH:49]=[C:48]([F:52])[C:25]=1[N:26]([CH3:27])[C:28]([NH:1][C:2]1[CH:7]=[CH:6][C:5]([CH:8]2[CH:16]=[CH:15][C:14]([C:17]3[NH:18][C:19]([CH3:22])=[CH:20][N:21]=3)=[C:13]3[CH:9]2[CH2:10][NH:11][C:12]3=[O:23])=[C:4]([F:24])[CH:3]=1)=[O:29]. The yield is 0.180. (3) The reactants are C1(C)C=CC=CC=1.Cl[C:9]1[N:14]=[CH:13][CH:12]=[CH:11][N:10]=1.[CH:15]([C:17]1[CH:18]=[C:19](B(O)O)[CH:20]=[CH:21][CH:22]=1)=[O:16].C([O-])([O-])=O.[K+].[K+]. The catalyst is C1C=CC([P]([Pd]([P](C2C=CC=CC=2)(C2C=CC=CC=2)C2C=CC=CC=2)([P](C2C=CC=CC=2)(C2C=CC=CC=2)C2C=CC=CC=2)[P](C2C=CC=CC=2)(C2C=CC=CC=2)C2C=CC=CC=2)(C2C=CC=CC=2)C2C=CC=CC=2)=CC=1.O.CN(C=O)C. The product is [N:10]1[CH:11]=[CH:12][CH:13]=[N:14][C:9]=1[C:21]1[CH:22]=[C:17]([CH:18]=[CH:19][CH:20]=1)[CH:15]=[O:16]. The yield is 0.390. (4) The reactants are [C:1]([NH:4][NH2:5])([NH2:3])=[NH:2].Cl.[CH3:7][O:8][C:9]1[CH:14]=[CH:13][CH:12]=[CH:11][C:10]=1[S:15]([O:18][C:19]1[CH:20]=[C:21]([CH:27]=[C:28]([CH3:30])[CH:29]=1)[O:22][CH2:23][CH2:24][CH:25]=[O:26])(=[O:17])=[O:16].[CH2:31]([OH:33])[CH3:32]. No catalyst specified. The product is [C:25]([OH:26])(=[O:33])[CH3:24].[C:31]([OH:8])(=[O:33])[CH3:32].[CH3:7][O:8][C:9]1[CH:14]=[CH:13][CH:12]=[CH:11][C:10]=1[S:15]([O:18][C:19]1[CH:20]=[C:21]([CH:27]=[C:28]([CH3:30])[CH:29]=1)[O:22][CH2:23][CH2:24][CH2:25][NH:5][NH:4][C:1]([NH2:3])=[NH:2])(=[O:16])=[O:17]. The yield is 0.930. (5) The reactants are [F:1][C:2]1[CH:10]=[C:9]([OH:11])[CH:8]=[CH:7][C:3]=1[C:4]([OH:6])=[O:5].Br[CH:13]([Cl:16])[CH2:14][CH3:15].C(=O)([O-])[O-].[K+].[K+]. The catalyst is C(C(C)=O)C. The product is [Cl:16][CH2:13][CH2:14][CH2:15][O:11][C:9]1[CH:8]=[CH:7][C:3]([C:4]([O:6][CH2:15][CH2:14][CH2:13][Cl:16])=[O:5])=[C:2]([F:1])[CH:10]=1. The yield is 1.00. (6) The catalyst is CN(C)C(=O)C. The yield is 0.650. The product is [CH:18]1([C:16]([NH:15][C:13]2[N:14]=[C:9]3[CH:8]=[CH:7][C:6]([O:5][C:4]4[CH:21]=[CH:22][C:23]([F:24])=[C:2]([NH:1][C:31]([C:30]5[N:26]([CH3:25])[N:27]=[C:28]([CH3:34])[CH:29]=5)=[O:32])[CH:3]=4)=[N:11][N:10]3[CH:12]=2)=[O:17])[CH2:20][CH2:19]1. The reactants are [NH2:1][C:2]1[CH:3]=[C:4]([CH:21]=[CH:22][C:23]=1[F:24])[O:5][C:6]1[CH:7]=[CH:8][C:9]2[N:10]([CH:12]=[C:13]([NH:15][C:16]([CH:18]3[CH2:20][CH2:19]3)=[O:17])[N:14]=2)[N:11]=1.[CH3:25][N:26]1[C:30]([C:31](Cl)=[O:32])=[CH:29][C:28]([CH3:34])=[N:27]1.C(=O)([O-])O.[Na+]. (7) The catalyst is C(#N)C. The reactants are [Br:1][C:2]1[CH:7]=[CH:6][C:5]([NH2:8])=[CH:4][C:3]=1[O:9][C:10]([F:13])([F:12])[F:11].[Cl:14]N1C(=O)CCC1=O. The yield is 0.640. The product is [Br:1][C:2]1[C:3]([O:9][C:10]([F:12])([F:11])[F:13])=[CH:4][C:5]([NH2:8])=[C:6]([Cl:14])[CH:7]=1. (8) The reactants are [Cl:1][C:2]1[C:7]([NH:8][S:9]([C:12]2[CH:17]=[CH:16][CH:15]=[C:14]([O:18][CH:19]([F:21])[F:20])[CH:13]=2)(=[O:11])=[O:10])=[CH:6][C:5](B2OC(C)(C)C(C)(C)O2)=[CH:4][N:3]=1.[NH2:31][C:32]1[S:33][C:34]2[CH:40]=[C:39](Br)[CH:38]=[CH:37][C:35]=2[N:36]=1.C(=O)([O-])[O-].[Na+].[Na+].O1CCOCC1. The catalyst is O.C1C=CC([P]([Pd]([P](C2C=CC=CC=2)(C2C=CC=CC=2)C2C=CC=CC=2)([P](C2C=CC=CC=2)(C2C=CC=CC=2)C2C=CC=CC=2)[P](C2C=CC=CC=2)(C2C=CC=CC=2)C2C=CC=CC=2)(C2C=CC=CC=2)C2C=CC=CC=2)=CC=1. The product is [NH2:31][C:32]1[S:33][C:34]2[CH:40]=[C:39]([C:5]3[CH:6]=[C:7]([NH:8][S:9]([C:12]4[CH:17]=[CH:16][CH:15]=[C:14]([O:18][CH:19]([F:20])[F:21])[CH:13]=4)(=[O:10])=[O:11])[C:2]([Cl:1])=[N:3][CH:4]=3)[CH:38]=[CH:37][C:35]=2[N:36]=1. The yield is 0.470.